Dataset: Forward reaction prediction with 1.9M reactions from USPTO patents (1976-2016). Task: Predict the product of the given reaction. Given the reactants [Br:1][C:2]1[CH:7]=[C:6]([C:8]([C:10]([F:13])([F:12])[F:11])=[CH2:9])[CH:5]=[C:4]([Br:14])[CH:3]=1.[CH3:15]COCC, predict the reaction product. The product is: [Br:1][C:2]1[CH:7]=[C:6]([C:8]2([C:10]([F:11])([F:12])[F:13])[CH2:15][CH2:9]2)[CH:5]=[C:4]([Br:14])[CH:3]=1.